From a dataset of Reaction yield outcomes from USPTO patents with 853,638 reactions. Predict the reaction yield, written as a fraction of the theoretical maximum amount of product (1.0 means a 100% yield; for example, 0.34 means a 34% yield). (1) The reactants are Br[C:2]1[C:6]2[CH:7]=[C:8]3[C:13](=[CH:14][C:5]=2[N:4]([C:29]([C:42]2[CH:47]=[CH:46][CH:45]=[CH:44][CH:43]=2)([C:36]2[CH:41]=[CH:40][CH:39]=[CH:38][CH:37]=2)[C:30]2[CH:35]=[CH:34][CH:33]=[CH:32][CH:31]=2)[N:3]=1)[NH:12][C:11](=[O:15])[N:10]([C@@H:16]1[CH2:21][CH2:20][CH2:19][N:18]([C:22]([O:24][C:25]([CH3:28])([CH3:27])[CH3:26])=[O:23])[CH2:17]1)[CH2:9]3.B(O)(O)[C:49]1[CH:54]=[N:53][C:52]([O:55][CH3:56])=[N:51][CH:50]=1.C([O-])([O-])=O.[K+].[K+]. The catalyst is O.O1CCOCC1.C1C=CC(P(C2C=CC=CC=2)[C-]2C=CC=C2)=CC=1.C1C=CC(P(C2C=CC=CC=2)[C-]2C=CC=C2)=CC=1.Cl[Pd]Cl.[Fe+2]. The product is [CH3:56][O:55][C:52]1[N:53]=[CH:54][C:49]([C:2]2[C:6]3[CH:7]=[C:8]4[C:13](=[CH:14][C:5]=3[N:4]([C:29]([C:42]3[CH:47]=[CH:46][CH:45]=[CH:44][CH:43]=3)([C:36]3[CH:41]=[CH:40][CH:39]=[CH:38][CH:37]=3)[C:30]3[CH:35]=[CH:34][CH:33]=[CH:32][CH:31]=3)[N:3]=2)[NH:12][C:11](=[O:15])[N:10]([C@@H:16]2[CH2:21][CH2:20][CH2:19][N:18]([C:22]([O:24][C:25]([CH3:28])([CH3:27])[CH3:26])=[O:23])[CH2:17]2)[CH2:9]4)=[CH:50][N:51]=1. The yield is 0.750. (2) The reactants are [Cl:1][C:2]1[CH:3]=[N:4][N:5]([CH:18]([CH3:20])[CH3:19])[C:6]=1[C:7]1[CH:12]=[C:11]([N+:13]([O-])=O)[CH:10]=[CH:9][C:8]=1[O:16][CH3:17].O.O.Cl[Sn]Cl. The catalyst is C(O)C. The product is [Cl:1][C:2]1[CH:3]=[N:4][N:5]([CH:18]([CH3:20])[CH3:19])[C:6]=1[C:7]1[CH:12]=[C:11]([NH2:13])[CH:10]=[CH:9][C:8]=1[O:16][CH3:17]. The yield is 0.750. (3) The reactants are [Cl:1][C:2]1[CH:7]=[CH:6][C:5]([CH:8](P(=O)(OCC)OCC)[F:9])=[CH:4][CH:3]=1.[P].[S].O=[C:21]1[CH2:26][CH2:25][N:24]([C:27]([O:29][C:30]([CH3:33])([CH3:32])[CH3:31])=[O:28])[CH2:23][CH2:22]1.[H-].[Na+]. The catalyst is C1COCC1. The product is [Cl:1][C:2]1[CH:3]=[CH:4][C:5]([C:8]([F:9])=[C:21]2[CH2:26][CH2:25][N:24]([C:27]([O:29][C:30]([CH3:33])([CH3:32])[CH3:31])=[O:28])[CH2:23][CH2:22]2)=[CH:6][CH:7]=1. The yield is 0.580. (4) The reactants are [F:1][C:2]1[CH:32]=[CH:31][C:5]([C:6]([NH:8][C:9]2[C:10]3[CH2:21][N:20](C(OC(C)(C)C)=O)[C:19]([CH3:30])([CH3:29])[C:11]=3[N:12]([C:14]([O:16][CH2:17][CH3:18])=[O:15])[N:13]=2)=[O:7])=[CH:4][CH:3]=1.[ClH:33]. The catalyst is O1CCOCC1. The product is [ClH:33].[F:1][C:2]1[CH:3]=[CH:4][C:5]([C:6]([NH:8][C:9]2[C:10]3[CH2:21][NH:20][C:19]([CH3:29])([CH3:30])[C:11]=3[N:12]([C:14]([O:16][CH2:17][CH3:18])=[O:15])[N:13]=2)=[O:7])=[CH:31][CH:32]=1. The yield is 0.980. (5) The reactants are [C:1]([O:5][C:6]([N:8]([CH2:29][O:30][CH2:31][CH2:32][Si:33]([CH3:36])([CH3:35])[CH3:34])[C:9]1[S:10][C:11]([C:25]([O:27][CH3:28])=[O:26])=[CH:12][C@:13]([C:17]2[CH:22]=[CH:21][CH:20]=[C:19]([F:23])[C:18]=2[F:24])([CH2:15][F:16])[N:14]=1)=[O:7])([CH3:4])([CH3:3])[CH3:2].[CH3:37]S(C)=O. No catalyst specified. The product is [C:1]([O:5][C:6]([N:8]([CH2:29][O:30][CH2:31][CH2:32][Si:33]([CH3:36])([CH3:35])[CH3:34])[C:9]1[S:10][C@:11]2([C:25]([O:27][CH3:28])=[O:26])[C@H:12]([C@:13]([C:17]3[CH:22]=[CH:21][CH:20]=[C:19]([F:23])[C:18]=3[F:24])([CH2:15][F:16])[N:14]=1)[CH2:37]2)=[O:7])([CH3:4])([CH3:3])[CH3:2].[C:1]([O:5][C:6]([N:8]([CH2:29][O:30][CH2:31][CH2:32][Si:33]([CH3:36])([CH3:35])[CH3:34])[C:9]1[S:10][C@@:11]2([C:25]([O:27][CH3:28])=[O:26])[C@@H:12]([C@:13]([C:17]3[CH:22]=[CH:21][CH:20]=[C:19]([F:23])[C:18]=3[F:24])([CH2:15][F:16])[N:14]=1)[CH2:37]2)=[O:7])([CH3:4])([CH3:3])[CH3:2]. The yield is 0.720.